From a dataset of Catalyst prediction with 721,799 reactions and 888 catalyst types from USPTO. Predict which catalyst facilitates the given reaction. Reactant: [CH2:1]([Mg]Cl)[CH2:2][CH3:3].C[Si](C)(C)Cl.[CH3:11][C:12]1([CH3:31])[CH2:29][C:16]2=[C:17]([C:24]3[CH:28]=[CH:27][NH:26][N:25]=3)[S:18][C:19](S(C)(=O)=O)=[C:15]2[C:14](=[O:30])[CH2:13]1. Product: [CH3:11][C:12]1([CH3:31])[CH2:29][C:16]2=[C:17]([C:24]3[CH:28]=[CH:27][NH:26][N:25]=3)[S:18][C:19]([CH2:1][CH2:2][CH3:3])=[C:15]2[C:14](=[O:30])[CH2:13]1. The catalyst class is: 1.